From a dataset of Forward reaction prediction with 1.9M reactions from USPTO patents (1976-2016). Predict the product of the given reaction. Given the reactants F[C:2](F)(F)[C:3]([OH:5])=[O:4].[O:8]=[C:9]1[CH:13]=[CH:12][C:11](=[O:14])[N:10]1CCC(NC[CH:21]1[O:25][C:24]2[CH:26]=[CH:27][C:28]([CH2:30][CH:31]([NH:33][CH2:34][CH3:35])[CH3:32])=[CH:29][C:23]=2[O:22]1)=O.C([C:38]1[C:39](NC(=O)C=1)=[O:40])C.[CH3:45][S:46](C)=O, predict the reaction product. The product is: [CH3:35][CH2:34][NH:33][CH:31]([CH2:30][C:28]1[CH:27]=[CH:26][C:24]2[O:25][CH2:21][O:22][C:23]=2[CH:29]=1)[CH3:32].[CH3:38][C:39]([S:46][CH2:45][CH2:2][C:3]([O:5][N:10]1[C:9](=[O:8])[CH2:13][CH2:12][C:11]1=[O:14])=[O:4])=[O:40].